From a dataset of CYP3A4 inhibition data for predicting drug metabolism from PubChem BioAssay. Regression/Classification. Given a drug SMILES string, predict its absorption, distribution, metabolism, or excretion properties. Task type varies by dataset: regression for continuous measurements (e.g., permeability, clearance, half-life) or binary classification for categorical outcomes (e.g., BBB penetration, CYP inhibition). Dataset: cyp3a4_veith. The molecule is COc1cc(/C=N/NC(=O)c2cccnc2)ccc1OC(=O)c1ccc2c(c1)OCO2. The result is 1 (inhibitor).